Dataset: Catalyst prediction with 721,799 reactions and 888 catalyst types from USPTO. Task: Predict which catalyst facilitates the given reaction. Reactant: [Br:1][C:2]1[CH:7]=[CH:6][CH:5]=[C:4](I)[CH:3]=1.C([Mg]Cl)(C)C.[CH2:14]([O:16][C:17](=[O:31])/[C:18](=[N:23]\[C:24]([O:26][C:27]([CH3:30])([CH3:29])[CH3:28])=[O:25])/[C:19]([F:22])([F:21])[F:20])[CH3:15]. Product: [CH2:14]([O:16][C:17](=[O:31])[C:18]([C:4]1[CH:5]=[CH:6][CH:7]=[C:2]([Br:1])[CH:3]=1)([NH:23][C:24]([O:26][C:27]([CH3:30])([CH3:29])[CH3:28])=[O:25])[C:19]([F:22])([F:21])[F:20])[CH3:15]. The catalyst class is: 1.